From a dataset of Catalyst prediction with 721,799 reactions and 888 catalyst types from USPTO. Predict which catalyst facilitates the given reaction. Reactant: [Br:1][C:2]1[CH:7]=[CH:6][C:5]([CH2:8]O)=[CH:4][C:3]=1[F:10].[CH2:11]([N:13](CC)CC)C.CS(Cl)(=O)=O.[Cl-].[NH4+]. Product: [Br:1][C:2]1[CH:7]=[CH:6][C:5]([CH2:8][C:11]#[N:13])=[CH:4][C:3]=1[F:10]. The catalyst class is: 4.